The task is: Predict the reactants needed to synthesize the given product.. This data is from Full USPTO retrosynthesis dataset with 1.9M reactions from patents (1976-2016). (1) Given the product [CH3:15][S:14][C:11]1[CH:12]=[CH:13][C:8]([CH2:7][C:5](=[O:18])[C:4]([OH:3])=[O:16])=[CH:9][CH:10]=1, predict the reactants needed to synthesize it. The reactants are: CC1[O:3][C:4](=[O:16])/[C:5](=[CH:7]/[C:8]2[CH:13]=[CH:12][C:11]([S:14][CH3:15])=[CH:10][CH:9]=2)/N=1.Cl.[O:18]1CCOCC1. (2) Given the product [NH:19]([C:2]1[CH:7]=[CH:6][N:5]=[C:4]2[N:8]([CH2:11][O:12][CH2:13][CH2:14][Si:15]([CH3:18])([CH3:17])[CH3:16])[CH:9]=[CH:10][C:3]=12)[NH2:20], predict the reactants needed to synthesize it. The reactants are: Br[C:2]1[CH:7]=[CH:6][N:5]=[C:4]2[N:8]([CH2:11][O:12][CH2:13][CH2:14][Si:15]([CH3:18])([CH3:17])[CH3:16])[CH:9]=[CH:10][C:3]=12.[NH2:19][NH2:20].CO. (3) Given the product [N:1]1[CH:6]=[CH:5][C:4]2[C:7]([O:12][C:10](=[O:11])[C:3]=2[CH:2]=1)=[O:9], predict the reactants needed to synthesize it. The reactants are: [N:1]1[CH:6]=[CH:5][C:4]([C:7]([OH:9])=O)=[C:3]([C:10]([OH:12])=[O:11])[CH:2]=1.C(OC(=O)C)(=O)C. (4) Given the product [C:18]([O:17][C@@H:10]([C:4]1[C:5]([CH3:9])=[N:6][C:7]([CH3:8])=[C:2]([C:45]2[CH:44]=[CH:43][C:42]([O:41][CH2:40][CH2:39][C:38]3[CH:37]=[CH:36][C:35]([F:34])=[CH:52][CH:51]=3)=[CH:47][CH:46]=2)[C:3]=1[N:22]1[CH2:23][CH2:24][CH:25]([C:28]2[CH:29]=[CH:30][CH:31]=[CH:32][CH:33]=2)[CH2:26][CH2:27]1)[C:11]([O:13][CH:14]([CH3:15])[CH3:16])=[O:12])([CH3:20])([CH3:19])[CH3:21], predict the reactants needed to synthesize it. The reactants are: Br[C:2]1[C:3]([N:22]2[CH2:27][CH2:26][CH:25]([C:28]3[CH:33]=[CH:32][CH:31]=[CH:30][CH:29]=3)[CH2:24][CH2:23]2)=[C:4]([C@H:10]([O:17][C:18]([CH3:21])([CH3:20])[CH3:19])[C:11]([O:13][CH:14]([CH3:16])[CH3:15])=[O:12])[C:5]([CH3:9])=[N:6][C:7]=1[CH3:8].[F:34][C:35]1[CH:52]=[CH:51][C:38]([CH2:39][CH2:40][O:41][C:42]2[CH:47]=[CH:46][C:45](B(O)O)=[CH:44][CH:43]=2)=[CH:37][CH:36]=1.C(=O)([O-])[O-].[Na+].[Na+]. (5) Given the product [F:30][C:27]([F:28])([F:29])[C:24]1[CH:23]=[CH:22][C:21]([N:18]2[CH2:17][CH2:16][N:15]([CH2:14][C:11]3([CH3:10])[O:12][C:2]4=[N:6][C:5]([N+:7]([O-:9])=[O:8])=[CH:4][N:3]4[CH2:13]3)[CH2:20][CH2:19]2)=[CH:26][CH:25]=1, predict the reactants needed to synthesize it. The reactants are: Cl[C:2]1[NH:3][CH:4]=[C:5]([N+:7]([O-:9])=[O:8])[N:6]=1.[CH3:10][C:11]1([CH2:14][N:15]2[CH2:20][CH2:19][N:18]([C:21]3[CH:26]=[CH:25][C:24]([C:27]([F:30])([F:29])[F:28])=[CH:23][CH:22]=3)[CH2:17][CH2:16]2)[CH2:13][O:12]1.C(=O)([O-])O.[Na+]. (6) Given the product [CH3:1][C:2]1[N:3]=[C:4]([S:7]([O:11][N:12]2[C:16]3[CH:17]=[CH:18][CH:19]=[CH:20][C:15]=3[N:14]=[N:13]2)(=[O:9])=[O:8])[S:5][CH:6]=1, predict the reactants needed to synthesize it. The reactants are: [CH3:1][C:2]1[N:3]=[C:4]([S:7](Cl)(=[O:9])=[O:8])[S:5][CH:6]=1.[OH:11][N:12]1[C:16]2[CH:17]=[CH:18][CH:19]=[CH:20][C:15]=2[N:14]=[N:13]1.C(N(CC)CC)C.C(OCC)(=O)C. (7) Given the product [C:15]([O:19][C:20]([NH:22][CH:23]1[CH2:24][CH2:25][N:26]([C:29]([NH:1][C:2]2[C:11]3[C:6](=[CH:7][CH:8]=[C:9]([O:12][CH3:13])[N:10]=3)[N:5]=[CH:4][CH:3]=2)=[O:30])[CH2:27][CH2:28]1)=[O:21])([CH3:18])([CH3:16])[CH3:17], predict the reactants needed to synthesize it. The reactants are: [NH2:1][C:2]1[C:11]2[C:6](=[CH:7][CH:8]=[C:9]([O:12][CH3:13])[N:10]=2)[N:5]=[CH:4][CH:3]=1.Cl.[C:15]([O:19][C:20]([NH:22][CH:23]1[CH2:28][CH2:27][NH:26][CH2:25][CH2:24]1)=[O:21])([CH3:18])([CH3:17])[CH3:16].[C:29](=O)([O-])[O-:30].[K+].[K+]. (8) Given the product [Cl:1]/[CH:2]=[CH:3]\[CH2:5][C:8]1[CH:13]=[CH:12][C:11]([O:14][CH3:15])=[C:10]([O:16][CH3:17])[CH:9]=1, predict the reactants needed to synthesize it. The reactants are: [Cl:1]/[CH:2]=[CH:3]\Cl.[CH2:5]([C:8]1[CH:13]=[CH:12][C:11]([O:14][CH3:15])=[C:10]([O:16][CH3:17])[CH:9]=1)C=C. (9) Given the product [CH2:5]([NH:7][C:8]([C:10]1[C:14]([C:15]2[CH:16]=[CH:17][C:18]([CH2:21][N:46]3[CH2:51][CH2:50][O:49][CH2:48][CH2:47]3)=[CH:19][CH:20]=2)=[C:13]([C:23]2[CH:28]=[C:27]([Cl:29])[C:26]([O:30][CH2:31][C:32]3[CH:33]=[CH:34][CH:35]=[CH:36][CH:37]=3)=[CH:25][C:24]=2[O:38][CH2:39][C:40]2[CH:45]=[CH:44][CH:43]=[CH:42][CH:41]=2)[O:12][N:11]=1)=[O:9])[CH3:6], predict the reactants needed to synthesize it. The reactants are: C(O)(=O)C.[CH2:5]([NH:7][C:8]([C:10]1[C:14]([C:15]2[CH:20]=[CH:19][C:18]([CH:21]=O)=[CH:17][CH:16]=2)=[C:13]([C:23]2[CH:28]=[C:27]([Cl:29])[C:26]([O:30][CH2:31][C:32]3[CH:37]=[CH:36][CH:35]=[CH:34][CH:33]=3)=[CH:25][C:24]=2[O:38][CH2:39][C:40]2[CH:45]=[CH:44][CH:43]=[CH:42][CH:41]=2)[O:12][N:11]=1)=[O:9])[CH3:6].[NH:46]1[CH2:51][CH2:50][O:49][CH2:48][CH2:47]1.